Dataset: Full USPTO retrosynthesis dataset with 1.9M reactions from patents (1976-2016). Task: Predict the reactants needed to synthesize the given product. (1) Given the product [C:12]([C:11]1[CH:15]=[CH:16][C:17]([C:19]2[CH:20]=[N:21][C:22]([C:25]([F:28])([F:26])[F:27])=[N:23][CH:24]=2)=[CH:18][C:10]=1[CH2:9][NH:8][C:6](=[O:7])[O:5][C:1]([CH3:3])([CH3:2])[CH3:4])(=[O:13])[NH2:31], predict the reactants needed to synthesize it. The reactants are: [C:1]([O:5][C:6]([NH:8][CH2:9][C:10]1[CH:18]=[C:17]([C:19]2[CH:20]=[N:21][C:22]([C:25]([F:28])([F:27])[F:26])=[N:23][CH:24]=2)[CH:16]=[CH:15][C:11]=1[C:12](O)=[O:13])=[O:7])([CH3:4])([CH3:3])[CH3:2].CC[N:31](C(C)C)C(C)C.CN(C(ON1N=NC2C=CC=NC1=2)=[N+](C)C)C.F[P-](F)(F)(F)(F)F.[NH4+].[Cl-]. (2) Given the product [C:16]([CH2:15][N:11]1[CH2:10][CH2:9][N:8]([C:1]([O:3][C:4]([CH3:7])([CH3:6])[CH3:5])=[O:2])[CH2:13][CH2:12]1)#[N:17], predict the reactants needed to synthesize it. The reactants are: [C:1]([N:8]1[CH2:13][CH2:12][NH:11][CH2:10][CH2:9]1)([O:3][C:4]([CH3:7])([CH3:6])[CH3:5])=[O:2].Cl[CH2:15][C:16]#[N:17]. (3) The reactants are: Cl.[CH3:2][N:3]1[CH2:8][CH2:7][N:6]([C:9]2[CH:14]=[C:13]([N:15]3[CH:24]([CH3:25])[CH2:23][C:22]4[C:17](=[CH:18][C:19]([CH:26]5[CH2:31][CH2:30][NH:29][CH2:28][CH2:27]5)=[CH:20][CH:21]=4)[CH2:16]3)[N:12]=[C:11]([NH2:32])[N:10]=2)[CH2:5][CH2:4]1.Cl[C:34]([O:36][CH:37]([CH3:39])[CH3:38])=[O:35]. Given the product [NH2:32][C:11]1[N:12]=[C:13]([N:15]2[CH:24]([CH3:25])[CH2:23][C:22]3[C:17](=[CH:18][C:19]([CH:26]4[CH2:27][CH2:28][N:29]([C:34]([O:36][CH:37]([CH3:39])[CH3:38])=[O:35])[CH2:30][CH2:31]4)=[CH:20][CH:21]=3)[CH2:16]2)[CH:14]=[C:9]([N:6]2[CH2:7][CH2:8][N:3]([CH3:2])[CH2:4][CH2:5]2)[N:10]=1, predict the reactants needed to synthesize it. (4) Given the product [C:1]1([CH:7]2[O:24][C:11]3([CH2:16][CH2:15][N:14]([C:17]([O:19][C:20]([CH3:21])([CH3:23])[CH3:22])=[O:18])[CH2:13][CH2:12]3)[CH2:10][N:9]([CH2:36][C:37]([F:40])([F:39])[F:38])[CH2:8]2)[CH:2]=[CH:3][CH:4]=[CH:5][CH:6]=1, predict the reactants needed to synthesize it. The reactants are: [C:1]1([CH:7]2[O:24][C:11]3([CH2:16][CH2:15][N:14]([C:17]([O:19][C:20]([CH3:23])([CH3:22])[CH3:21])=[O:18])[CH2:13][CH2:12]3)[CH2:10][NH:9][CH2:8]2)[CH:6]=[CH:5][CH:4]=[CH:3][CH:2]=1.C([O-])(O)=O.[Na+].FC(F)(F)S(O[CH2:36][C:37]([F:40])([F:39])[F:38])(=O)=O. (5) Given the product [F:43][C@H:41]1[CH2:42][N:38]([C:36]([O:35][C:31]([CH3:32])([CH3:33])[CH3:34])=[O:37])[C@H:39]([C:44](=[O:45])[NH:23][C@@:15]([C:4]2[CH:5]=[C:6]([O:8][C:9]([F:14])([F:13])[CH:10]([F:12])[F:11])[CH:7]=[C:2]([F:1])[CH:3]=2)([C:24]2[CH:29]=[CH:28][C:27]([F:30])=[CH:26][CH:25]=2)[CH2:16][C:17]2[CH:22]=[CH:21][CH:20]=[CH:19][CH:18]=2)[CH2:40]1, predict the reactants needed to synthesize it. The reactants are: [F:1][C:2]1[CH:3]=[C:4]([C@@:15]([C:24]2[CH:29]=[CH:28][C:27]([F:30])=[CH:26][CH:25]=2)([NH2:23])[CH2:16][C:17]2[CH:22]=[CH:21][CH:20]=[CH:19][CH:18]=2)[CH:5]=[C:6]([O:8][C:9]([F:14])([F:13])[CH:10]([F:12])[F:11])[CH:7]=1.[C:31]([O:35][C:36]([N:38]1[CH2:42][C@H:41]([F:43])[CH2:40][C@H:39]1[C:44](O)=[O:45])=[O:37])([CH3:34])([CH3:33])[CH3:32].CCN=C=NCCCN(C)C. (6) Given the product [C:3]([C:5]1([C:6]([O:8][C:9]([CH3:12])([CH3:11])[CH3:10])=[O:7])[CH2:18][CH2:17][O:16][CH2:15][CH2:14]1)#[N:4], predict the reactants needed to synthesize it. The reactants are: [H-].[Na+].[C:3]([CH2:5][C:6]([O:8][C:9]([CH3:12])([CH3:11])[CH3:10])=[O:7])#[N:4].Br[CH2:14][CH2:15][O:16][CH2:17][CH2:18]Br.